Dataset: Full USPTO retrosynthesis dataset with 1.9M reactions from patents (1976-2016). Task: Predict the reactants needed to synthesize the given product. (1) Given the product [Cl:20][C:4]1[N:3]=[C:2]([N:21]2[CH2:26][CH2:25][O:24][CH2:23][CH2:22]2)[N:7]=[C:6]([NH:8][C:9]2[CH:14]=[CH:13][C:12]([O:15][C:16]([F:19])([F:18])[F:17])=[CH:11][CH:10]=2)[CH:5]=1, predict the reactants needed to synthesize it. The reactants are: Cl[C:2]1[N:7]=[C:6]([NH:8][C:9]2[CH:14]=[CH:13][C:12]([O:15][C:16]([F:19])([F:18])[F:17])=[CH:11][CH:10]=2)[CH:5]=[C:4]([Cl:20])[N:3]=1.[NH:21]1[CH2:26][CH2:25][O:24][CH2:23][CH2:22]1.C(N(CC)CC)C. (2) Given the product [ClH:20].[N:25]12[CH2:30][CH2:29][CH:28]([CH2:27][CH2:26]1)[C@@H:23]([NH:22][C:14]([C:12]1[CH:11]=[CH:10][C:8]3[CH:9]=[C:5]([CH:4]([O:3][CH2:1][CH3:2])[O:17][CH2:18][CH3:19])[O:6][C:7]=3[CH:13]=1)=[O:16])[CH2:24]2, predict the reactants needed to synthesize it. The reactants are: [CH2:1]([O:3][CH:4]([O:17][CH2:18][CH3:19])[C:5]1[O:6][C:7]2[CH:13]=[C:12]([C:14]([OH:16])=O)[CH:11]=[CH:10][C:8]=2[CH:9]=1)[CH3:2].[ClH:20].Cl.[NH2:22][C@@H:23]1[CH:28]2[CH2:29][CH2:30][N:25]([CH2:26][CH2:27]2)[CH2:24]1.